Dataset: Peptide-MHC class II binding affinity with 134,281 pairs from IEDB. Task: Regression. Given a peptide amino acid sequence and an MHC pseudo amino acid sequence, predict their binding affinity value. This is MHC class II binding data. (1) The peptide sequence is AAATAGTTVYGAFTA. The MHC is HLA-DPA10103-DPB10601 with pseudo-sequence HLA-DPA10103-DPB10601. The binding affinity (normalized) is 0. (2) The binding affinity (normalized) is 0.434. The MHC is HLA-DQA10401-DQB10402 with pseudo-sequence HLA-DQA10401-DQB10402. The peptide sequence is AAATAGTTVRGAFAA. (3) The peptide sequence is AANKQKQELDEISTN. The MHC is HLA-DQA10501-DQB10201 with pseudo-sequence HLA-DQA10501-DQB10201. The binding affinity (normalized) is 0.115. (4) The peptide sequence is YDKFLANVSTVKTGK. The MHC is DRB1_1001 with pseudo-sequence DRB1_1001. The binding affinity (normalized) is 0.641.